From a dataset of Reaction yield outcomes from USPTO patents with 853,638 reactions. Predict the reaction yield, written as a fraction of the theoretical maximum amount of product (1.0 means a 100% yield; for example, 0.34 means a 34% yield). (1) The yield is 0.700. The reactants are [Br:1][C:2]1[CH:10]=[CH:9][C:8](S(=O)(=O)NC2C=CC(CCCC)=CC=2)=[CH:7][C:3]=1C(O)=O.N1CC[O:28][CH2:27]C1.N1CCCC1. The catalyst is C(OCC)(=O)C. The product is [Br:1][C:2]1[CH:10]=[CH:9][CH:8]=[CH:7][C:3]=1[O:28][CH3:27]. (2) The reactants are [CH3:1][O:2][C:3]1[CH:8]=[CH:7][CH:6]=[CH:5][C:4]=1[C:9]1[CH:10]=[C:11]([CH:14]=[C:15]2[O:19][CH2:18][O:17][C:16]=12)C=O.ClC1C=CC=C(C(OO)=[O:28])C=1. The catalyst is C(Cl)Cl. The product is [CH3:1][O:2][C:3]1[CH:8]=[CH:7][CH:6]=[CH:5][C:4]=1[C:9]1[CH:10]=[C:11]([OH:28])[CH:14]=[C:15]2[O:19][CH2:18][O:17][C:16]=12. The yield is 0.680. (3) The reactants are [CH2:1]([O:3][C:4]1[CH:17]=[CH:16][C:15]2[C:14]3[C:9](=[C:10]([F:21])[C:11]([CH2:18][CH2:19][CH3:20])=[CH:12][CH:13]=3)[CH:8]([OH:22])[CH:7]([OH:23])[C:6]=2[C:5]=1[F:24])[CH3:2]. The catalyst is CS(C)=O. The product is [CH2:1]([O:3][C:4]1[CH:17]=[CH:16][C:15]2[C:14]3[C:9](=[C:10]([F:21])[C:11]([CH2:18][CH2:19][CH3:20])=[CH:12][CH:13]=3)[C:8](=[O:22])[C:7](=[O:23])[C:6]=2[C:5]=1[F:24])[CH3:2]. The yield is 0.345. (4) The reactants are [F:1][C:2]([F:20])([F:19])[CH2:3][C:4]1[NH:5][C:6]2[C:11]([CH:12]=1)=[C:10]([C:13]([F:16])([F:15])[F:14])[C:9]([C:17]#[N:18])=[CH:8][CH:7]=2.C([O-])([O-])=O.[Cs+].[Cs+].Br[CH2:28][C:29]([NH2:31])=[O:30].CC#N. The catalyst is CCOC(C)=O. The product is [C:17]([C:9]1[C:10]([C:13]([F:16])([F:15])[F:14])=[C:11]2[C:6](=[CH:7][CH:8]=1)[N:5]([CH2:28][C:29]([NH2:31])=[O:30])[C:4]([CH2:3][C:2]([F:1])([F:19])[F:20])=[CH:12]2)#[N:18]. The yield is 0.280. (5) The reactants are [F:1][C:2]1[CH:3]=[C:4]([CH:8]2[CH2:12][CH2:11][CH2:10][N:9]2[C:13]2[CH:18]=[CH:17][N:16]3[N:19]=[CH:20][C:21]([C:22]([NH:24][NH:25][C:26](=[O:31])[C:27]([CH3:30])([CH3:29])[CH3:28])=O)=[C:15]3[N:14]=2)[CH:5]=[N:6][CH:7]=1.O=P(Cl)(Cl)Cl. No catalyst specified. The product is [C:27]([C:26]1[O:31][C:22]([C:21]2[CH:20]=[N:19][N:16]3[CH:17]=[CH:18][C:13]([N:9]4[CH2:10][CH2:11][CH2:12][CH:8]4[C:4]4[CH:5]=[N:6][CH:7]=[C:2]([F:1])[CH:3]=4)=[N:14][C:15]=23)=[N:24][N:25]=1)([CH3:30])([CH3:28])[CH3:29]. The yield is 0.660. (6) The product is [C:35]([O:1][CH:2]([C:21]1[CH:22]=[CH:23][C:24]2[O:29][CH2:28][C:27](=[O:30])[NH:26][C:25]=2[CH:31]=1)[CH2:3][N:4]1[CH2:9][CH2:8][N:7]([C:10]2[CH:19]=[CH:18][CH:17]=[C:16]3[C:11]=2[CH:12]=[CH:13][C:14]([CH3:20])=[N:15]3)[CH2:6][CH2:5]1)(=[O:37])[CH3:36]. The reactants are [OH:1][CH:2]([C:21]1[CH:22]=[CH:23][C:24]2[O:29][CH2:28][C:27](=[O:30])[NH:26][C:25]=2[CH:31]=1)[CH2:3][N:4]1[CH2:9][CH2:8][N:7]([C:10]2[CH:19]=[CH:18][CH:17]=[C:16]3[C:11]=2[CH:12]=[CH:13][C:14]([CH3:20])=[N:15]3)[CH2:6][CH2:5]1.C(Cl)Cl.[C:35](OC(=O)C)(=[O:37])[CH3:36]. The yield is 0.520. No catalyst specified. (7) The reactants are Br[CH2:2][C:3]1[CH:8]=[CH:7][C:6]([Cl:9])=[C:5]([O:10][CH3:11])[CH:4]=1.[C-:12]#[N:13].[Na+]. The catalyst is C(O)C. The product is [Cl:9][C:6]1[CH:7]=[CH:8][C:3]([CH2:2][C:12]#[N:13])=[CH:4][C:5]=1[O:10][CH3:11]. The yield is 0.480.